This data is from Full USPTO retrosynthesis dataset with 1.9M reactions from patents (1976-2016). The task is: Predict the reactants needed to synthesize the given product. (1) Given the product [CH3:19][O:15][CH2:16][C@H:17]1[CH2:18][CH2:16][C@@H:17]2[C@@H:19]([CH2:18]2)[O:15]1, predict the reactants needed to synthesize it. The reactants are: C[Si]([N-][Si](C)(C)C)(C)C.[K+].CI.[Cl-].[NH4+].[O:15]1[CH2:19][CH2:18][CH2:17][CH2:16]1. (2) Given the product [CH2:1]([O:3][C:4]([C:6]1[NH:7][C:8]2[C:13]([CH:14]=1)=[C:12]([CH3:15])[C:11]([O:16][C:17]1[CH:22]=[CH:21][C:20]([OH:23])=[C:19]([CH:24]([C:25]3[CH:26]=[CH:27][C:28]([F:31])=[CH:29][CH:30]=3)[OH:32])[CH:18]=1)=[C:10]([CH3:33])[CH:9]=2)=[O:5])[CH3:2], predict the reactants needed to synthesize it. The reactants are: [CH2:1]([O:3][C:4]([C:6]1[NH:7][C:8]2[C:13]([CH:14]=1)=[C:12]([CH3:15])[C:11]([O:16][C:17]1[CH:22]=[CH:21][C:20]([OH:23])=[C:19]([C:24](=[O:32])[C:25]3[CH:30]=[CH:29][C:28]([F:31])=[CH:27][CH:26]=3)[CH:18]=1)=[C:10]([CH3:33])[CH:9]=2)=[O:5])[CH3:2].[BH4-].[Na+]. (3) Given the product [Cl:31][C:27]1[CH:26]=[C:25]([C:18]([C:16]2[S:17][C:13]([CH:35]=[O:36])=[CH:14][CH:15]=2)([O:20][Si:21]([CH3:24])([CH3:23])[CH3:22])[CH3:19])[CH:30]=[CH:29][CH:28]=1, predict the reactants needed to synthesize it. The reactants are: [Li]CCCC.CCCCCC.Br[C:13]1[S:17][C:16]([C:18]([C:25]2[CH:30]=[CH:29][CH:28]=[C:27]([Cl:31])[CH:26]=2)([O:20][Si:21]([CH3:24])([CH3:23])[CH3:22])[CH3:19])=[CH:15][CH:14]=1.CN([CH:35]=[O:36])C. (4) Given the product [Br:17][C:16]([Br:18])=[CH:9][C:8]1[CH:11]=[C:4]([O:3][CH:2]([F:15])[F:1])[CH:5]=[CH:6][C:7]=1[N+:12]([O-:14])=[O:13], predict the reactants needed to synthesize it. The reactants are: [F:1][CH:2]([F:15])[O:3][C:4]1[CH:5]=[CH:6][C:7]([N+:12]([O-:14])=[O:13])=[C:8]([CH:11]=1)[CH:9]=O.[C:16](Br)(Br)([Br:18])[Br:17].C1(P(C2C=CC=CC=2)C2C=CC=CC=2)C=CC=CC=1.